This data is from Reaction yield outcomes from USPTO patents with 853,638 reactions. The task is: Predict the reaction yield, written as a fraction of the theoretical maximum amount of product (1.0 means a 100% yield; for example, 0.34 means a 34% yield). (1) The reactants are Br[C:2]1[CH:3]=[C:4]([C:14]([NH:16][CH2:17][C:18]2[C:19](=[O:26])[NH:20][C:21]([CH3:25])=[CH:22][C:23]=2[CH3:24])=[O:15])[C:5]2[CH:10]=[N:9][N:8]([CH:11]([CH3:13])[CH3:12])[C:6]=2[N:7]=1.[CH3:27][N:28]1[CH2:33][CH2:32][N:31]([C:34]([C:36]2[CH:41]=[CH:40][C:39](B3OC(C)(C)C(C)(C)O3)=[CH:38][CH:37]=2)=[O:35])[CH2:30][CH2:29]1.C([O-])([O-])=O.[Na+].[Na+].CCOC(C)=O. The catalyst is O1CCOCC1.O.C1C=CC([P]([Pd]([P](C2C=CC=CC=2)(C2C=CC=CC=2)C2C=CC=CC=2)([P](C2C=CC=CC=2)(C2C=CC=CC=2)C2C=CC=CC=2)[P](C2C=CC=CC=2)(C2C=CC=CC=2)C2C=CC=CC=2)(C2C=CC=CC=2)C2C=CC=CC=2)=CC=1. The product is [CH3:24][C:23]1[CH:22]=[C:21]([CH3:25])[NH:20][C:19](=[O:26])[C:18]=1[CH2:17][NH:16][C:14]([C:4]1[C:5]2[CH:10]=[N:9][N:8]([CH:11]([CH3:13])[CH3:12])[C:6]=2[N:7]=[C:2]([C:39]2[CH:38]=[CH:37][C:36]([C:34]([N:31]3[CH2:32][CH2:33][N:28]([CH3:27])[CH2:29][CH2:30]3)=[O:35])=[CH:41][CH:40]=2)[CH:3]=1)=[O:15]. The yield is 0.330. (2) The reactants are [CH3:1][O:2][C:3]1[CH:11]=[CH:10][C:9]([C:12]2[CH:13]=[N:14][C:15]([O:22][C:23]3[C:32]4[CH2:31][CH2:30][CH2:29][CH2:28][C:27]=4[CH:26]=[CH:25][CH:24]=3)=[C:16]([N+:19]([O-])=O)[C:17]=2[CH3:18])=[CH:8][C:4]=1[C:5]([OH:7])=[O:6].O.[Cl-].[NH4+]. The catalyst is C(O)C.ClCCl.[Zn]. The product is [NH2:19][C:16]1[C:17]([CH3:18])=[C:12]([C:9]2[CH:10]=[CH:11][C:3]([O:2][CH3:1])=[C:4]([CH:8]=2)[C:5]([OH:7])=[O:6])[CH:13]=[N:14][C:15]=1[O:22][C:23]1[C:32]2[CH2:31][CH2:30][CH2:29][CH2:28][C:27]=2[CH:26]=[CH:25][CH:24]=1. The yield is 0.800. (3) The reactants are [NH2:1][C:2]1[C:11]2[C:6](=[C:7](I)[C:8]([O:12][CH3:13])=[CH:9][CH:10]=2)[N:5]=[N:4][C:3]=1[C:15]([NH:17][CH2:18][CH2:19][CH3:20])=[O:16].[C:21]1(B(O)O)[CH:26]=[CH:25][CH:24]=[CH:23][CH:22]=1. No catalyst specified. The product is [NH2:1][C:2]1[C:11]2[C:6](=[C:7]([C:21]3[CH:26]=[CH:25][CH:24]=[CH:23][CH:22]=3)[C:8]([O:12][CH3:13])=[CH:9][CH:10]=2)[N:5]=[N:4][C:3]=1[C:15]([NH:17][CH2:18][CH2:19][CH3:20])=[O:16]. The yield is 0.520. (4) The product is [I:27][C:14]1[CH:16]=[CH:17][C:11]([O:10][C:8]2[CH:7]=[CH:6][C:5]3[O:1][CH2:2][O:3][C:4]=3[CH:9]=2)=[CH:12][CH:13]=1. The catalyst is COCCOC.O.CCOC(C)=O. The reactants are [O:1]1[C:5]2[CH:6]=[CH:7][C:8]([O:10][C:11]3[CH:17]=[CH:16][C:14](N)=[CH:13][CH:12]=3)=[CH:9][C:4]=2[O:3][CH2:2]1.OS(O)(=O)=O.N([O-])=O.[Na+].[I-:27].[Na+]. The yield is 0.770. (5) The reactants are N[C:2]1[CH:7]=[CH:6][C:5]([NH:8][C:9](=[O:19])[C:10]([F:18])([F:17])[C:11]2[CH:16]=[CH:15][CH:14]=[CH:13][CH:12]=2)=[C:4]([F:20])[C:3]=1[CH2:21][CH2:22][OH:23].N([O-])=O.[Na+].C(O)(=O)C.[ClH:32]. The catalyst is O.Cl[Cu]. The product is [Cl:32][C:2]1[CH:7]=[CH:6][C:5]([NH:8][C:9](=[O:19])[C:10]([F:18])([F:17])[C:11]2[CH:16]=[CH:15][CH:14]=[CH:13][CH:12]=2)=[C:4]([F:20])[C:3]=1[CH2:21][CH2:22][OH:23]. The yield is 0.480. (6) The reactants are [Cl:1][C:2]1[CH:3]=[C:4]2[C:8](=[CH:9][CH:10]=1)[CH2:7][N:6](S(C1C=CC(C)=CC=1)(=O)=O)[CH2:5]2.[BrH:21]. The catalyst is C(O)(=O)C. The product is [BrH:21].[Cl:1][C:2]1[CH:10]=[C:9]2[C:5](=[CH:4][CH:3]=1)[NH:6][CH2:7][CH2:8]2. The yield is 0.960. (7) The reactants are [CH2:1]([O:8][CH2:9][C:10]([NH:12][C:13]1[N:21]=[CH:20][CH:19]=[CH:18][C:14]=1[C:15]([NH2:17])=[O:16])=O)[C:2]1[CH:7]=[CH:6][CH:5]=[CH:4][CH:3]=1.C(=O)([O-])[O-].[Na+].[Na+].O. The catalyst is O.CCO. The product is [CH2:1]([O:8][CH2:9][C:10]1[NH:17][C:15](=[O:16])[C:14]2[CH:18]=[CH:19][CH:20]=[N:21][C:13]=2[N:12]=1)[C:2]1[CH:7]=[CH:6][CH:5]=[CH:4][CH:3]=1. The yield is 0.210.